From a dataset of Full USPTO retrosynthesis dataset with 1.9M reactions from patents (1976-2016). Predict the reactants needed to synthesize the given product. (1) Given the product [CH3:1][N:2]1[CH2:7][CH2:6][N:5]([C:10]2[CH:11]=[C:12]([NH2:16])[C:13]([NH2:15])=[CH:14][CH:9]=2)[CH2:4][CH2:3]1, predict the reactants needed to synthesize it. The reactants are: [CH3:1][N:2]1[CH2:7][CH2:6][NH:5][CH2:4][CH2:3]1.Cl[C:9]1[CH:10]=[CH:11][C:12]([N+:16]([O-])=O)=[C:13]([NH2:15])[CH:14]=1.C([O-])([O-])=O.[K+].[K+].CN(C=O)C. (2) Given the product [Cl:1][C:2]1[CH:7]=[C:6]([Cl:8])[CH:5]=[CH:4][C:3]=1[C:9]1[N:10]=[C:11]([CH2:28][CH3:29])[C:12]([NH:17][CH:18]2[C:26]3[C:21](=[CH:22][CH:23]=[CH:24][CH:25]=3)[S:43][CH2:20][CH2:19]2)=[N:13][C:14]=1[CH2:15][CH3:16], predict the reactants needed to synthesize it. The reactants are: [Cl:1][C:2]1[CH:7]=[C:6]([Cl:8])[CH:5]=[CH:4][C:3]=1[C:9]1[N:10]=[C:11]([CH2:28][CH3:29])[C:12]([NH:17][C@@H:18]2[C:26]3[C:21](=[CH:22][CH:23]=[CH:24][CH:25]=3)[CH2:20][C@@H:19]2O)=[N:13][C:14]=1[CH2:15][CH3:16].BrC1N=C(CC)C(NC2C3C(=CC=CC=3)[S:43]CC2)=NC=1CC.